This data is from Forward reaction prediction with 1.9M reactions from USPTO patents (1976-2016). The task is: Predict the product of the given reaction. (1) Given the reactants [CH3:1][O:2][C:3]1[C:4]([CH3:12])=[C:5]2[C:9](=[CH:10][CH:11]=1)[NH:8][CH:7]=[CH:6]2.[C:13](Cl)(=[O:17])[C:14](Cl)=[O:15].[NH2:19][CH2:20][CH:21]1[CH2:23][CH2:22]1, predict the reaction product. The product is: [CH:21]1([CH2:20][NH:19][C:13](=[O:17])[C:14]([C:6]2[C:5]3[C:9](=[CH:10][CH:11]=[C:3]([O:2][CH3:1])[C:4]=3[CH3:12])[NH:8][CH:7]=2)=[O:15])[CH2:23][CH2:22]1. (2) The product is: [F:44][C:41]1[CH:39]=[CH:19][C:14]([C:11]2[CH:12]=[CH:13][C:8]3[N:7]=[C:24]([C:25]4[CH:30]=[CH:29][CH:28]=[C:27]([N:31]5[CH:35]=[CH:34][N:33]=[N:32]5)[CH:26]=4)[CH2:23][C:22](=[O:37])[NH:21][C:9]=3[CH:10]=2)=[CH:15][CH:16]=1. Given the reactants C(OC(=O)[NH:7][C:8]1[CH:13]=[CH:12][C:11]([C:14]2[CH:19]=CC=[CH:16][C:15]=2F)=[CH:10][C:9]=1[NH:21][C:22](=[O:37])[CH2:23][C:24](=O)[C:25]1[CH:30]=[CH:29][CH:28]=[C:27]([N:31]2[CH:35]=[CH:34][N:33]=[N:32]2)[CH:26]=1)(C)(C)C.[C:39](O)([C:41]([F:44])(F)F)=O, predict the reaction product. (3) Given the reactants [CH3:1][O:2][C:3]1[CH:8]=[CH:7][C:6]([C:9]([F:12])([F:11])[F:10])=[CH:5][C:4]=1[N:13]=[C:14]=[O:15].[Br:16][C:17]1[CH:23]=[CH:22][CH:21]=[C:20]([F:24])[C:18]=1[NH2:19], predict the reaction product. The product is: [Br:16][C:17]1[CH:23]=[CH:22][CH:21]=[C:20]([F:24])[C:18]=1[NH:19][C:14]([NH:13][C:4]1[CH:5]=[C:6]([C:9]([F:12])([F:11])[F:10])[CH:7]=[CH:8][C:3]=1[O:2][CH3:1])=[O:15]. (4) Given the reactants [N+:1]([C:4]1[CH:5]=[C:6]2[C:10](=[CH:11][CH:12]=1)[C:9](=[O:13])[NH:8][C:7]2=[O:14])([O-])=O, predict the reaction product. The product is: [NH2:1][C:4]1[CH:5]=[C:6]2[C:10](=[CH:11][CH:12]=1)[C:9](=[O:13])[NH:8][C:7]2=[O:14]. (5) Given the reactants [CH2:1]1[CH2:6][CH2:5][CH:4]([NH:7][C:8]([NH2:10])=[S:9])[CH2:3][CH2:2]1.Br[CH:12]([CH2:18][CH3:19])[C:13](OCC)=[O:14], predict the reaction product. The product is: [CH:4]1([NH:7][C:8]2[S:9][CH:12]([CH2:18][CH3:19])[C:13](=[O:14])[N:10]=2)[CH2:5][CH2:6][CH2:1][CH2:2][CH2:3]1. (6) The product is: [ClH:4].[CH3:1][O:14][C:13](=[O:15])[C@@H:10]1[CH2:9][C@@H:8]([OH:7])[CH2:12][NH:11]1. Given the reactants [C:1]([Cl:4])(=O)C.CO.[OH:7][C@H:8]1[CH2:12][NH:11][C@H:10]([C:13]([OH:15])=[O:14])[CH2:9]1, predict the reaction product.